The task is: Predict the product of the given reaction.. This data is from Forward reaction prediction with 1.9M reactions from USPTO patents (1976-2016). (1) The product is: [F:28][C:29]1[CH:30]=[C:31]([CH:34]=[C:35]([F:37])[CH:36]=1)[CH2:32][C:5]1[CH:6]=[CH:7][C:8]([F:9])=[C:3]([CH:4]=1)[C:1]#[N:2]. Given the reactants [C:1]([C:3]1[CH:4]=[C:5](B(O)O)[CH:6]=[CH:7][C:8]=1[F:9])#[N:2].P([O-])([O-])([O-])=O.[K+].[K+].[K+].C1(C)C=CC=CC=1.[F:28][C:29]1[CH:30]=[C:31]([CH:34]=[C:35]([F:37])[CH:36]=1)[CH2:32]Br, predict the reaction product. (2) Given the reactants [CH3:1][NH2:2].Cl[C:4]([C:6]1[CH:7]=[C:8]([CH:13]=[C:14]([N+:16]([O-:18])=[O:17])[CH:15]=1)[C:9]([O:11][CH3:12])=[O:10])=[O:5], predict the reaction product. The product is: [CH3:1][NH:2][C:4]([C:6]1[CH:7]=[C:8]([CH:13]=[C:14]([N+:16]([O-:18])=[O:17])[CH:15]=1)[C:9]([O:11][CH3:12])=[O:10])=[O:5]. (3) Given the reactants [Cl:1][C:2]1[C:6]([NH:7][CH2:8][CH:9]2[CH2:11][CH2:10]2)=[CH:5][N:4]([C:12]2[CH:13]=[N:14][CH:15]=[CH:16][CH:17]=2)[N:3]=1.[O:18]=[C:19]1[CH2:23][CH2:22][CH2:21][N:20]1[CH2:24][C:25](O)=[O:26].CCN=C=NCCCN(C)C, predict the reaction product. The product is: [Cl:1][C:2]1[C:6]([N:7]([CH2:8][CH:9]2[CH2:11][CH2:10]2)[C:25](=[O:26])[CH2:24][N:20]2[CH2:21][CH2:22][CH2:23][C:19]2=[O:18])=[CH:5][N:4]([C:12]2[CH:13]=[N:14][CH:15]=[CH:16][CH:17]=2)[N:3]=1. (4) Given the reactants ClC1N=C(OC2C=CC(N)=C(C)C=2)C=CN=1.[Cl:17][C:18]1[N:23]=[C:22]([O:24][C:25]2[CH:30]=[CH:29][C:28]([N+:31]([O-])=O)=[C:27]([C:34]([F:37])([F:36])[F:35])[CH:26]=2)[CH:21]=[CH:20][N:19]=1, predict the reaction product. The product is: [Cl:17][C:18]1[N:23]=[C:22]([O:24][C:25]2[CH:30]=[CH:29][C:28]([NH2:31])=[C:27]([C:34]([F:37])([F:35])[F:36])[CH:26]=2)[CH:21]=[CH:20][N:19]=1. (5) The product is: [NH2:3][C:6]1[CH:10]=[N:9][N:8]([CH2:11][C:12]2[O:13][CH:14]=[C:15]([C:17](=[O:19])[CH3:18])[N:16]=2)[N:7]=1. Given the reactants N#N.[N+:3]([C:6]1[CH:10]=[N:9][N:8]([CH2:11][C:12]2[O:13][CH:14]=[C:15]([C:17](=[O:19])[CH3:18])[N:16]=2)[N:7]=1)([O-])=O.[NH4+].[Cl-], predict the reaction product. (6) Given the reactants [CH2:1]([C:3]1[CH:8]=[CH:7][CH:6]=[CH:5][CH:4]=1)[CH3:2].O.[CH:10]1C=CC=CC=1, predict the reaction product. The product is: [C:3]1([CH:1]([CH3:10])[CH3:2])[CH:8]=[CH:7][CH:6]=[CH:5][CH:4]=1. (7) Given the reactants [Cl:1][C:2]1[CH:7]=[CH:6][C:5]([C:8]2[NH:17][C:16](=O)[C:15]3[C:10](=[CH:11][C:12]([C:19]([F:22])([F:21])[F:20])=[CH:13][CH:14]=3)[N:9]=2)=[C:4]([S:23][CH2:24][CH3:25])[CH:3]=1.P(Cl)(Cl)([Cl:28])=O.C(N(CC)C(C)C)(C)C.C(=O)(O)[O-].[Na+], predict the reaction product. The product is: [Cl:28][C:16]1[C:15]2[C:10](=[CH:11][C:12]([C:19]([F:22])([F:21])[F:20])=[CH:13][CH:14]=2)[N:9]=[C:8]([C:5]2[CH:6]=[CH:7][C:2]([Cl:1])=[CH:3][C:4]=2[S:23][CH2:24][CH3:25])[N:17]=1.